This data is from Forward reaction prediction with 1.9M reactions from USPTO patents (1976-2016). The task is: Predict the product of the given reaction. (1) Given the reactants Br[CH2:2][CH2:3][CH2:4][CH2:5][O:6][C:7]1[C:16]2[C:11](=[CH:12][CH:13]=[CH:14][CH:15]=2)[CH:10]=[CH:9][CH:8]=1.[O:17]1[CH2:21][C:20](=[O:22])[NH:19][C:18]1=[O:23].CN(C)C(N(C)C)=N.Cl, predict the reaction product. The product is: [C:7]1([O:6][CH2:5][CH2:4][CH2:3][CH2:2][N:19]2[C:20](=[O:22])[CH2:21][O:17][C:18]2=[O:23])[C:16]2[C:11](=[CH:12][CH:13]=[CH:14][CH:15]=2)[CH:10]=[CH:9][CH:8]=1. (2) Given the reactants [CH3:1][O:2][C:3](=[O:12])[C:4]1[CH:9]=[CH:8][C:7]([F:10])=[CH:6][C:5]=1[CH3:11].C1C(=O)N([Br:20])C(=O)C1, predict the reaction product. The product is: [CH3:1][O:2][C:3](=[O:12])[C:4]1[CH:9]=[CH:8][C:7]([F:10])=[CH:6][C:5]=1[CH2:11][Br:20]. (3) Given the reactants [NH2:1][C:2]1[CH:3]=[C:4]([OH:9])[CH:5]=[CH:6][C:7]=1[CH3:8].CC(C)([O-])C.[K+].I[C:17]1[CH:18]=[CH:19][C:20]2[N:21]([CH:23]=[C:24]([NH:26][C:27]([CH:29]3[CH2:31][CH:30]3[CH3:32])=[O:28])[N:25]=2)[N:22]=1.C(=O)([O-])[O-].[K+].[K+], predict the reaction product. The product is: [NH2:1][C:2]1[CH:3]=[C:4]([CH:5]=[CH:6][C:7]=1[CH3:8])[O:9][C:17]1[CH:18]=[CH:19][C:20]2[N:21]([CH:23]=[C:24]([NH:26][C:27]([CH:29]3[CH2:31][CH:30]3[CH3:32])=[O:28])[N:25]=2)[N:22]=1. (4) Given the reactants [Br:1][C:2]1[CH:15]=[CH:14][C:5]([O:6][Si:7]([C:10]([CH3:13])([CH3:12])[CH3:11])([CH3:9])[CH3:8])=[CH:4][C:3]=1[CH3:16].[Br:17]N1C(=O)CCC1=O.N(C(C)(C)C#N)=NC(C)(C)C#N, predict the reaction product. The product is: [Br:1][C:2]1[CH:15]=[CH:14][C:5]([O:6][Si:7]([C:10]([CH3:11])([CH3:12])[CH3:13])([CH3:8])[CH3:9])=[CH:4][C:3]=1[CH2:16][Br:17]. (5) Given the reactants [C:1]([C:3]1[CH:4]=[C:5]([C:9]2[CH2:13][CH2:12][CH2:11][C:10]=2[C:14]([O:16]C)=[O:15])[CH:6]=[CH:7][CH:8]=1)#[N:2].[OH-].[Li+], predict the reaction product. The product is: [C:1]([C:3]1[CH:4]=[C:5]([C:9]2[CH2:13][CH2:12][CH2:11][C:10]=2[C:14]([OH:16])=[O:15])[CH:6]=[CH:7][CH:8]=1)#[N:2]. (6) Given the reactants Cl[C:2]1[C:3]([S:8][CH:9]([CH3:11])[CH3:10])=[N:4][CH:5]=[CH:6][CH:7]=1.[CH3:12][O:13][C:14]1[CH:19]=[CH:18][C:17](B(O)O)=[CH:16][CH:15]=1.N#N.COC1C=CC=C(OC)C=1C1C=CC=CC=1P(C1CCCCC1)C1CCCCC1.[Na+].[Cl-], predict the reaction product. The product is: [CH:9]([S:8][C:3]1[C:2]([C:17]2[CH:18]=[CH:19][C:14]([O:13][CH3:12])=[CH:15][CH:16]=2)=[CH:7][CH:6]=[CH:5][N:4]=1)([CH3:11])[CH3:10]. (7) Given the reactants [F:1][C:2]1[CH:3]=[C:4]([CH2:9][OH:10])[C:5]([CH3:8])=[N:6][CH:7]=1.C[N+]1([O-])CCOCC1, predict the reaction product. The product is: [F:1][C:2]1[CH:7]=[N:6][C:5]([CH3:8])=[C:4]([CH:3]=1)[CH:9]=[O:10].